This data is from Full USPTO retrosynthesis dataset with 1.9M reactions from patents (1976-2016). The task is: Predict the reactants needed to synthesize the given product. (1) Given the product [Cl:1][C:2]1[C:3]([C:49]2[CH:50]=[CH:51][C:46]([B:37]3[O:41][C:40]([CH3:43])([CH3:42])[C:39]([CH3:45])([CH3:44])[O:38]3)=[CH:47][CH:48]=2)=[CH:4][C:5]2[N:9]=[C:8]([O:10][C@H:11]3[CH2:20][O:19][C@H:18]4[C@@H:13]([O:14][CH:15]([C:21]5[CH:26]=[CH:25][CH:24]=[CH:23][CH:22]=5)[O:16][CH2:17]4)[CH2:12]3)[N:7]([CH2:27][O:28][CH2:29][CH2:30][Si:31]([CH3:34])([CH3:33])[CH3:32])[C:6]=2[CH:35]=1, predict the reactants needed to synthesize it. The reactants are: [Cl:1][C:2]1[C:3](I)=[CH:4][C:5]2[N:9]=[C:8]([O:10][C@H:11]3[CH2:20][O:19][C@H:18]4[C@@H:13]([O:14][CH:15]([C:21]5[CH:26]=[CH:25][CH:24]=[CH:23][CH:22]=5)[O:16][CH2:17]4)[CH2:12]3)[N:7]([CH2:27][O:28][CH2:29][CH2:30][Si:31]([CH3:34])([CH3:33])[CH3:32])[C:6]=2[CH:35]=1.[B:37]1([C:46]2[CH:51]=[CH:50][C:49](B3OC(C)(C)C(C)(C)O3)=[CH:48][CH:47]=2)[O:41][C:40]([CH3:43])([CH3:42])[C:39]([CH3:45])([CH3:44])[O:38]1. (2) Given the product [Cl:36][C:37]1[CH:42]=[C:41]([Cl:43])[CH:40]=[CH:39][C:38]=1[C:44]1[C:49]([C:50]2[NH:54][CH:53]=[CH:52][N:51]=2)=[CH:48][N:47]=[C:46]([NH:55][CH2:56][CH2:57][NH:58][C:24]2[N:29]=[C:28]([N:30]([CH3:32])[CH3:31])[C:27]([N+:33]([O-:35])=[O:34])=[CH:26][CH:25]=2)[N:45]=1, predict the reactants needed to synthesize it. The reactants are: ClC1C=C(Cl)C=CC=1C1C(C2NC=CN=2)=CN=C(CCN)N=1.Cl[C:24]1[N:29]=[C:28]([N:30]([CH3:32])[CH3:31])[C:27]([N+:33]([O-:35])=[O:34])=[CH:26][CH:25]=1.[Cl:36][C:37]1[CH:42]=[C:41]([Cl:43])[CH:40]=[CH:39][C:38]=1[C:44]1[C:49]([C:50]2[NH:51][CH:52]=[CH:53][N:54]=2)=[CH:48][N:47]=[C:46]([NH:55][CH2:56][CH2:57][NH:58]C2C=CC([N+]([O-])=O)=C(OC)N=2)[N:45]=1. (3) Given the product [C:27]([O:26][C:24]([CH2:23][N:3]1[C:11]2[C:6](=[CH:7][C:8]([C:12]([O:14][CH2:15][C:16]3[CH:17]=[CH:18][CH:19]=[CH:20][CH:21]=3)=[O:13])=[CH:9][CH:10]=2)[CH:5]=[CH:4]1)=[O:25])([CH3:30])([CH3:29])[CH3:28], predict the reactants needed to synthesize it. The reactants are: [H-].[Na+].[NH:3]1[C:11]2[C:6](=[CH:7][C:8]([C:12]([O:14][CH2:15][C:16]3[CH:21]=[CH:20][CH:19]=[CH:18][CH:17]=3)=[O:13])=[CH:9][CH:10]=2)[CH:5]=[CH:4]1.Br[CH2:23][C:24]([O:26][C:27]([CH3:30])([CH3:29])[CH3:28])=[O:25].O. (4) Given the product [CH2:18]([O:17][C:15](=[O:16])[CH2:14][O:7][CH2:6][CH2:5][O:4][C:3]1[CH:8]=[CH:9][CH:10]=[CH:11][C:2]=1[Cl:1])[CH3:19], predict the reactants needed to synthesize it. The reactants are: [Cl:1][C:2]1[CH:11]=[CH:10][CH:9]=[CH:8][C:3]=1[O:4][CH2:5][CH2:6][OH:7].[N+](=[CH:14][C:15]([O:17][CH2:18][CH3:19])=[O:16])=[N-].CO. (5) Given the product [Cl:1][C:2]1[C:7]([F:8])=[C:6]([C:9]#[N:10])[CH:5]=[CH:4][C:3]=1[CH2:11][C:12]([OH:14])=[O:13], predict the reactants needed to synthesize it. The reactants are: [Cl:1][C:2]1[C:7]([F:8])=[C:6]([C:9]#[N:10])[CH:5]=[CH:4][C:3]=1[CH:11](C(OC(C)(C)C)=O)[C:12]([O:14]C(C)(C)C)=[O:13].FC(F)(F)C(O)=O. (6) Given the product [CH2:15]([O:8][C:5]1[CH:6]=[CH:7][C:2]([CH3:1])=[CH:3][C:4]=1[N+:9]([O-:11])=[O:10])[CH3:16], predict the reactants needed to synthesize it. The reactants are: [CH3:1][C:2]1[CH:7]=[CH:6][C:5]([OH:8])=[C:4]([N+:9]([O-:11])=[O:10])[CH:3]=1.[H-].[Na+].I[CH2:15][CH3:16].